Predict the product of the given reaction. From a dataset of Forward reaction prediction with 1.9M reactions from USPTO patents (1976-2016). (1) Given the reactants [CH3:1][O:2][C:3]1[C:8]([O:9][CH3:10])=[CH:7][C:6]([CH2:11][C:12]#[N:13])=[C:5]([N+:14]([O-])=O)[CH:4]=1.[Sn](Cl)(Cl)(Cl)Cl, predict the reaction product. The product is: [CH3:10][O:9][C:8]1[CH:7]=[C:6]2[C:5](=[CH:4][C:3]=1[O:2][CH3:1])[N:14]=[C:12]([NH2:13])[CH2:11]2. (2) Given the reactants [F:1][C:2]1[CH:7]=[C:6]([CH:8]2[CH2:13][CH2:12][CH:11]([CH2:14][CH2:15][CH2:16][CH2:17][CH3:18])[CH2:10][CH2:9]2)[CH:5]=[CH:4][C:3]=1[CH:19]1[CH2:24][CH2:23][CH:22]([CH:25]2[CH2:30][CH2:29][CH:28]([OH:31])[CH2:27][CH2:26]2)[CH2:21][CH2:20]1.[H-].[Na+].O.[C:35]1(C)[CH:40]=CC=C[CH:36]=1, predict the reaction product. The product is: [F:1][C:2]1[CH:7]=[C:6]([CH:8]2[CH2:13][CH2:12][CH:11]([CH2:14][CH2:15][CH2:16][CH2:17][CH3:18])[CH2:10][CH2:9]2)[CH:5]=[CH:4][C:3]=1[CH:19]1[CH2:24][CH2:23][CH:22]([CH:25]2[CH2:26][CH2:27][CH:28]([O:31][CH2:36][CH2:35][CH3:40])[CH2:29][CH2:30]2)[CH2:21][CH2:20]1. (3) The product is: [C:21]([C:18]1[CH:19]=[CH:20][C:15]([N:13]([CH3:14])[C:11]([C:8]2[N:9]=[CH:10][C:5]3[N:6]([C:2]([C:33]4[CH:32]=[CH:31][C:30]([C:27]5[O:26][C:25]([NH:24][CH3:23])=[N:29][N:28]=5)=[CH:35][CH:34]=4)=[CH:3][N:4]=3)[CH:7]=2)=[O:12])=[CH:16][CH:17]=1)#[N:22]. Given the reactants Br[C:2]1[N:6]2[CH:7]=[C:8]([C:11]([N:13]([C:15]3[CH:20]=[CH:19][C:18]([C:21]#[N:22])=[CH:17][CH:16]=3)[CH3:14])=[O:12])[N:9]=[CH:10][C:5]2=[N:4][CH:3]=1.[CH3:23][NH:24][C:25]1[O:26][C:27]([C:30]2[CH:35]=[CH:34][C:33](B3OC(C)(C)C(C)(C)O3)=[CH:32][CH:31]=2)=[N:28][N:29]=1.OP([O-])([O-])=O.[K+].[K+], predict the reaction product.